Dataset: Reaction yield outcomes from USPTO patents with 853,638 reactions. Task: Predict the reaction yield, written as a fraction of the theoretical maximum amount of product (1.0 means a 100% yield; for example, 0.34 means a 34% yield). The product is [CH2:30]([O:24][C:23](=[O:25])[C:22]1[CH:26]=[CH:27][CH:28]=[C:20]([NH:19][N:12]=[C:13]2[C:14]([NH2:15])=[N:36][N:35]=[C:16]2[NH2:17])[CH:21]=1)[CH3:31]. The yield is 0.420. The reactants are C(OC(=O)C1C=CC=C(N[N:12]=[C:13]([C:16]#[N:17])[C:14]#[N:15])C=1)C.[NH2:19][C:20]1[CH:21]=[C:22]([CH:26]=[CH:27][CH:28]=1)[C:23]([O-:25])=[O:24].C(#N)[CH2:30][C:31]#N.O.[NH2:35][NH2:36]. No catalyst specified.